This data is from Forward reaction prediction with 1.9M reactions from USPTO patents (1976-2016). The task is: Predict the product of the given reaction. (1) Given the reactants Br[C:2]1[C:7]([C:8]([F:11])([F:10])[F:9])=[CH:6][C:5]([NH:12][C:13]2[N:17]=[C:16]([NH2:18])[NH:15][N:14]=2)=[CH:4][C:3]=1[Cl:19].CC1(C)C(C)(C)OB([C:28]2[CH:33]=[CH:32][C:31]([S:34]([CH2:37][CH2:38][OH:39])(=[O:36])=[O:35])=[CH:30][CH:29]=2)O1.O1CCOCC1.C(=O)([O-])[O-].[K+].[K+], predict the reaction product. The product is: [NH2:18][C:16]1[NH:15][N:14]=[C:13]([NH:12][C:5]2[CH:6]=[C:7]([C:8]([F:11])([F:10])[F:9])[C:2]([C:28]3[CH:33]=[CH:32][C:31]([S:34]([CH2:37][CH2:38][OH:39])(=[O:35])=[O:36])=[CH:30][CH:29]=3)=[C:3]([Cl:19])[CH:4]=2)[N:17]=1. (2) The product is: [CH3:15][O:16][C:17]1[CH:25]=[C:24]([O:26][CH3:27])[CH:23]=[C:22]2[C:18]=1[CH:19]=[C:20]([C:28]([NH:1][C@@H:2]1[CH2:7][CH2:6][CH2:5][NH:4][CH2:3]1)=[O:29])[NH:21]2. Given the reactants [NH2:1][C@@H:2]1[CH2:7][CH2:6][CH2:5][N:4](C(OC(C)(C)C)=O)[CH2:3]1.[CH3:15][O:16][C:17]1[CH:25]=[C:24]([O:26][CH3:27])[CH:23]=[C:22]2[C:18]=1[CH:19]=[C:20]([C:28](O)=[O:29])[NH:21]2.N, predict the reaction product. (3) Given the reactants Br[C:2]1[S:3][C:4]2[CH:10]=[C:9]([NH2:11])[CH:8]=[CH:7][C:5]=2[N:6]=1.[CH3:12][O:13][C:14]1[CH:19]=[CH:18][C:17](B(O)O)=[CH:16][N:15]=1.C(=O)([O-])[O-].[Na+].[Na+], predict the reaction product. The product is: [CH3:12][O:13][C:14]1[N:15]=[CH:16][C:17]([C:2]2[S:3][C:4]3[CH:10]=[C:9]([NH2:11])[CH:8]=[CH:7][C:5]=3[N:6]=2)=[CH:18][CH:19]=1. (4) Given the reactants [O:1]=[C:2]1[C:7]2[CH:8]=[CH:9][CH:10]=[CH:11][C:6]=2[S:5][C:4]([C:12]2[N:17]=[C:16]([CH2:18][S:19][CH2:20][C:21]([O:23][CH3:24])=[O:22])[CH:15]=[CH:14][CH:13]=2)=[N:3]1.ClC1C=CC=C(C(OO)=[O:33])C=1, predict the reaction product. The product is: [O:1]=[C:2]1[C:7]2[CH:8]=[CH:9][CH:10]=[CH:11][C:6]=2[S:5][C:4]([C:12]2[N:17]=[C:16]([CH2:18][S:19]([CH2:20][C:21]([O:23][CH3:24])=[O:22])=[O:33])[CH:15]=[CH:14][CH:13]=2)=[N:3]1. (5) Given the reactants [B:10]1([B:10]2[O:14][C:13]([CH3:16])([CH3:15])[C:12]([CH3:18])([CH3:17])[O:11]2)[O:14][C:13]([CH3:16])([CH3:15])[C:12]([CH3:18])([CH3:17])[O:11]1.Br[C:20]1[CH:25]=[CH:24][CH:23]=[CH:22][C:21]=1[NH:26][C:27]([O:29][CH2:30][CH:31]1[CH2:36][CH2:35][N:34]([C:37]([O:39][C:40]([CH3:43])([CH3:42])[CH3:41])=[O:38])[CH2:33][CH2:32]1)=[O:28].C([O-])(=O)C.[K+], predict the reaction product. The product is: [CH3:16][C:13]1([CH3:15])[C:12]([CH3:17])([CH3:18])[O:11][B:10]([C:20]2[CH:25]=[CH:24][CH:23]=[CH:22][C:21]=2[NH:26][C:27]([O:29][CH2:30][CH:31]2[CH2:36][CH2:35][N:34]([C:37]([O:39][C:40]([CH3:43])([CH3:42])[CH3:41])=[O:38])[CH2:33][CH2:32]2)=[O:28])[O:14]1. (6) The product is: [F:28][C:25]1[CH:26]=[C:27]2[C:22](=[CH:23][CH:24]=1)[N:21]([CH2:29][CH2:30][CH2:31][O:32][C:33]1[C:42]3[C:37](=[CH:38][CH:39]=[CH:40][CH:41]=3)[CH:36]=[CH:35][CH:34]=1)[C:20]([C:43]([OH:45])=[O:44])=[C:19]2[C:5]1[C:4]([CH3:17])=[N:3][N:2]([CH3:1])[C:6]=1[CH3:7]. Given the reactants [CH3:1][N:2]1[C:6]([CH3:7])=[C:5](B2OC(C)(C)C(C)(C)O2)[C:4]([CH3:17])=[N:3]1.Br[C:19]1[C:27]2[C:22](=[CH:23][CH:24]=[C:25]([F:28])[CH:26]=2)[N:21]([CH2:29][CH2:30][CH2:31][O:32][C:33]2[C:42]3[C:37](=[CH:38][CH:39]=[CH:40][CH:41]=3)[CH:36]=[CH:35][CH:34]=2)[C:20]=1[C:43]([O:45]CC)=[O:44].C1(P(C2CCCCC2)C2C=CC=CC=2C2C(OC)=CC=CC=2OC)CCCCC1.[O-]P([O-])([O-])=O.[K+].[K+].[K+], predict the reaction product. (7) Given the reactants [C:1]([C:5]1[CH:10]=[CH:9][C:8]([S:11]([N:14]([CH2:22][C:23](O)=[O:24])[C:15]2[CH:20]=[CH:19][C:18]([CH3:21])=[CH:17][CH:16]=2)(=[O:13])=[O:12])=[CH:7][CH:6]=1)([CH3:4])([CH3:3])[CH3:2].[CH2:26]([NH:28][CH2:29][C:30]1[CH:31]=[N:32][CH:33]=[CH:34][CH:35]=1)[CH3:27], predict the reaction product. The product is: [C:1]([C:5]1[CH:10]=[CH:9][C:8]([S:11]([N:14]([C:15]2[CH:20]=[CH:19][C:18]([CH3:21])=[CH:17][CH:16]=2)[CH2:22][C:23]([N:28]([CH2:26][CH3:27])[CH2:29][C:30]2[CH:31]=[N:32][CH:33]=[CH:34][CH:35]=2)=[O:24])(=[O:12])=[O:13])=[CH:7][CH:6]=1)([CH3:3])([CH3:2])[CH3:4]. (8) Given the reactants [Cl:1][C:2]1[CH:7]=[CH:6][C:5]([C:8]2[S:9][C:10]([CH3:20])=[C:11]([CH:13]3[C:17](=[O:18])[CH2:16][CH2:15][C:14]3=[O:19])[N:12]=2)=[CH:4][CH:3]=1.[C:21](=O)([O-])[O-].[K+].[K+].IC, predict the reaction product. The product is: [Cl:1][C:2]1[CH:7]=[CH:6][C:5]([C:8]2[S:9][C:10]([CH3:20])=[C:11]([C:13]3[C:17](=[O:18])[CH2:16][CH2:15][C:14]=3[O:19][CH3:21])[N:12]=2)=[CH:4][CH:3]=1. (9) Given the reactants [C:1]1([CH2:11][N:12]2[C:16]3[CH:17]=[CH:18][CH:19]=[CH:20][C:15]=3[N:14]=[C:13]2[S:21][CH2:22][CH2:23][CH2:24][C:25]([OH:27])=[O:26])[C:10]2[C:5](=[CH:6][CH:7]=[CH:8][CH:9]=2)[CH:4]=[CH:3][CH:2]=1.[OH-].[Na+:29], predict the reaction product. The product is: [Na+:29].[C:1]1([CH2:11][N:12]2[C:16]3[CH:17]=[CH:18][CH:19]=[CH:20][C:15]=3[N:14]=[C:13]2[S:21][CH2:22][CH2:23][CH2:24][C:25]([O-:27])=[O:26])[C:10]2[C:5](=[CH:6][CH:7]=[CH:8][CH:9]=2)[CH:4]=[CH:3][CH:2]=1. (10) Given the reactants [C:1]12([C:11]3[CH:12]=[C:13]([CH:18]=[CH:19][C:20]=3[OH:21])[C:14]([O:16][CH3:17])=[O:15])[CH2:10][CH:5]3[CH2:6][CH:7]([CH2:9][CH:3]([CH2:4]3)[CH2:2]1)[CH2:8]2.ClCCl.[S:25](O[S:25]([C:28]([F:31])([F:30])[F:29])(=[O:27])=[O:26])([C:28]([F:31])([F:30])[F:29])(=[O:27])=[O:26].Cl, predict the reaction product. The product is: [C:1]12([C:11]3[CH:12]=[C:13]([CH:18]=[CH:19][C:20]=3[O:21][S:25]([C:28]([F:31])([F:30])[F:29])(=[O:27])=[O:26])[C:14]([O:16][CH3:17])=[O:15])[CH2:2][CH:3]3[CH2:9][CH:7]([CH2:6][CH:5]([CH2:4]3)[CH2:10]1)[CH2:8]2.